From a dataset of Forward reaction prediction with 1.9M reactions from USPTO patents (1976-2016). Predict the product of the given reaction. (1) Given the reactants CO[CH2:3][NH2:4].C[Mg]I.[CH3:8][C:9]([C:15]1[CH:16]=[C:17]2[C:22](=[C:23]([C:25]3[CH:26]=[C:27]([C:31]4[N:32]=[C:33]([C:44](OCC)=[O:45])[S:34][C:35]=4[C:36]4[CH:41]=[CH:40][C:39]([S:42][CH3:43])=[CH:38][CH:37]=4)[CH:28]=[CH:29][CH:30]=3)[CH:24]=1)[N:21]=[CH:20][CH:19]=[CH:18]2)([S:11]([CH3:14])(=[O:13])=[O:12])[CH3:10].C1C[O:52][CH2:51]C1, predict the reaction product. The product is: [CH3:51][O:52][N:4]([CH3:3])[C:44]([C:33]1[S:34][C:35]([C:36]2[CH:41]=[CH:40][C:39]([S:42][CH3:43])=[CH:38][CH:37]=2)=[C:31]([C:27]2[CH:28]=[CH:29][CH:30]=[C:25]([C:23]3[CH:24]=[C:15]([C:9]([CH3:10])([S:11]([CH3:14])(=[O:12])=[O:13])[CH3:8])[CH:16]=[C:17]4[C:22]=3[N:21]=[CH:20][CH:19]=[CH:18]4)[CH:26]=2)[N:32]=1)=[O:45]. (2) Given the reactants Cl.[CH2:2]([N:4]([CH2:19][CH3:20])[C:5]([CH:7]1[O:12][CH2:11][CH2:10][N:9]([CH:13]2[CH2:18][CH2:17][NH:16][CH2:15][CH2:14]2)[CH2:8]1)=[O:6])[CH3:3].[NH2:21][C:22]1[S:23][C:24]2[CH:33]=[CH:32][CH:31]=[CH:30][C:25]=2[C:26]=1[C:27](O)=[O:28], predict the reaction product. The product is: [NH2:21][C:22]1[S:23][C:24]2[CH:33]=[CH:32][CH:31]=[CH:30][C:25]=2[C:26]=1[C:27]([N:16]1[CH2:17][CH2:18][CH:13]([N:9]2[CH2:10][CH2:11][O:12][CH:7]([C:5]([N:4]([CH2:2][CH3:3])[CH2:19][CH3:20])=[O:6])[CH2:8]2)[CH2:14][CH2:15]1)=[O:28]. (3) Given the reactants [CH2:1]([C:3]1[N:7]([CH3:8])[C:6]2[CH:9]=[C:10]([N:13]3[CH:18]=[CH:17][C:16]([OH:19])=[CH:15][C:14]3=[O:20])[CH:11]=[CH:12][C:5]=2[N:4]=1)[CH3:2].[F:21][C:22]1[S:26][C:25]([CH2:27]O)=[CH:24][CH:23]=1.C(P(CCCC)CCCC)CCC.N(C(N1CCCCC1)=O)=NC(N1CCCCC1)=O, predict the reaction product. The product is: [CH2:1]([C:3]1[N:7]([CH3:8])[C:6]2[CH:9]=[C:10]([N:13]3[CH:18]=[CH:17][C:16]([O:19][CH2:27][C:25]4[S:26][C:22]([F:21])=[CH:23][CH:24]=4)=[CH:15][C:14]3=[O:20])[CH:11]=[CH:12][C:5]=2[N:4]=1)[CH3:2]. (4) Given the reactants O=[C:2]([C:14]1[CH:19]=[CH:18][CH:17]=[CH:16][CH:15]=1)[C:3](OCCC1C=CC=CC=1)=[O:4].O=C(C1C=CC=CC=1)C([O:24][CH2:25][CH2:26][CH2:27][CH2:28][CH2:29][CH2:30][CH2:31][CH2:32][CH2:33][CH3:34])=O, predict the reaction product. The product is: [C:14]1([CH2:2][CH:3]=[O:4])[CH:19]=[CH:18][CH:17]=[CH:16][CH:15]=1.[CH:25](=[O:24])[CH2:26][CH2:27][CH2:28][CH2:29][CH2:30][CH2:31][CH2:32][CH2:33][CH3:34].